From a dataset of Full USPTO retrosynthesis dataset with 1.9M reactions from patents (1976-2016). Predict the reactants needed to synthesize the given product. (1) Given the product [Cl:36][C:33]([Cl:34])([Cl:35])[C:32]([N:29]1[CH2:30][CH2:31][N:26]([C:17]2[CH:18]=[C:19]([S:22]([N:7]3[C:8]4[C:4](=[CH:3][C:2]([Cl:1])=[CH:10][CH:9]=4)[C:5]([CH3:11])=[CH:6]3)(=[O:23])=[O:24])[CH:20]=[CH:21][C:16]=2[O:15][CH3:14])[CH2:27][CH2:28]1)=[O:37], predict the reactants needed to synthesize it. The reactants are: [Cl:1][C:2]1[CH:3]=[C:4]2[C:8](=[CH:9][CH:10]=1)[NH:7][CH:6]=[C:5]2[CH3:11].[H-].[Na+].[CH3:14][O:15][C:16]1[CH:21]=[CH:20][C:19]([S:22](Cl)(=[O:24])=[O:23])=[CH:18][C:17]=1[N:26]1[CH2:31][CH2:30][N:29]([C:32](=[O:37])[C:33]([Cl:36])([Cl:35])[Cl:34])[CH2:28][CH2:27]1. (2) Given the product [F:53][C:52]([F:55])([F:54])[S:49]([O:6][C:7]1[C:8]([Si:21]([CH3:24])([CH3:23])[CH3:22])=[C:9]2[C:13](=[CH:14][CH:15]=1)[N:12]([CH:16]([CH2:18][CH2:19][CH3:20])[CH3:17])[CH:11]=[CH:10]2)(=[O:51])=[O:50], predict the reactants needed to synthesize it. The reactants are: C(NC(=O)[O:6][C:7]1[C:8]([Si:21]([CH3:24])([CH3:23])[CH3:22])=[C:9]2[C:13](=[CH:14][CH:15]=1)[N:12]([CH:16]([CH2:18][CH2:19][CH3:20])[CH3:17])[CH:11]=[CH:10]2)(C)C.C1CCN2C(=NCCC2)CC1.N(CC)CC.C1(N([S:49]([C:52]([F:55])([F:54])[F:53])(=[O:51])=[O:50])[S:49]([C:52]([F:55])([F:54])[F:53])(=[O:51])=[O:50])C=CC=CC=1. (3) Given the product [CH3:15][N:12]1[C:13]2[C:9](=[CH:8][CH:7]=[C:6]([C:4]3[N:3]=[CH:2][N:1]([CH2:25][C:26]([F:29])([F:28])[F:27])[CH:5]=3)[CH:14]=2)[C:10]([CH3:18])([CH3:17])[C:11]1=[O:16], predict the reactants needed to synthesize it. The reactants are: [NH:1]1[CH:5]=[C:4]([C:6]2[CH:14]=[C:13]3[C:9]([C:10]([CH3:18])([CH3:17])[C:11](=[O:16])[N:12]3[CH3:15])=[CH:8][CH:7]=2)[N:3]=[CH:2]1.FC(F)(F)S(O[CH2:25][C:26]([F:29])([F:28])[F:27])(=O)=O. (4) Given the product [F:36][C:35]([F:38])([F:37])[C:32]1[CH:31]=[N:30][C:29]([N:1]2[CH:5]=[CH:4][C:3]([C:6]([NH:8][C:9]3[CH:14]=[CH:13][C:12]([C@@H:15]4[O:20][CH2:19][CH2:18][N:17]([C:21]([O:23][C:24]([CH3:27])([CH3:26])[CH3:25])=[O:22])[CH2:16]4)=[CH:11][CH:10]=3)=[O:7])=[N:2]2)=[N:34][CH:33]=1, predict the reactants needed to synthesize it. The reactants are: [NH:1]1[CH:5]=[CH:4][C:3]([C:6]([NH:8][C:9]2[CH:14]=[CH:13][C:12]([C@@H:15]3[O:20][CH2:19][CH2:18][N:17]([C:21]([O:23][C:24]([CH3:27])([CH3:26])[CH3:25])=[O:22])[CH2:16]3)=[CH:11][CH:10]=2)=[O:7])=[N:2]1.Cl[C:29]1[N:34]=[CH:33][C:32]([C:35]([F:38])([F:37])[F:36])=[CH:31][N:30]=1.C(=O)([O-])[O-].[K+].[K+].O.